Dataset: Peptide-MHC class I binding affinity with 185,985 pairs from IEDB/IMGT. Task: Regression. Given a peptide amino acid sequence and an MHC pseudo amino acid sequence, predict their binding affinity value. This is MHC class I binding data. (1) The peptide sequence is GLYSSTVPV. The MHC is Patr-A0101 with pseudo-sequence Patr-A0101. The binding affinity (normalized) is 0. (2) The peptide sequence is LARFPCNVI. The MHC is HLA-B27:03 with pseudo-sequence HLA-B27:03. The binding affinity (normalized) is 0.0847. (3) The peptide sequence is FTWSGDVRY. The MHC is HLA-A01:01 with pseudo-sequence HLA-A01:01. The binding affinity (normalized) is 0.549. (4) The peptide sequence is EKEGKISKI. The MHC is HLA-B08:01 with pseudo-sequence HLA-B08:01. The binding affinity (normalized) is 0.405. (5) The peptide sequence is AQPGLLSYV. The MHC is HLA-A02:02 with pseudo-sequence HLA-A02:02. The binding affinity (normalized) is 0.521.